Dataset: Catalyst prediction with 721,799 reactions and 888 catalyst types from USPTO. Task: Predict which catalyst facilitates the given reaction. Reactant: [CH3:1][C:2]1[C:7]([N+:8]([O-:10])=[O:9])=[CH:6][CH:5]=[CH:4][N:3]=1.[Se](=O)=[O:12]. Product: [N+:8]([C:7]1[C:2]([CH:1]=[O:12])=[N:3][CH:4]=[CH:5][CH:6]=1)([O-:10])=[O:9]. The catalyst class is: 12.